Dataset: Full USPTO retrosynthesis dataset with 1.9M reactions from patents (1976-2016). Task: Predict the reactants needed to synthesize the given product. (1) Given the product [CH3:17][O:16][C:13]1[CH:14]=[CH:15][C:10]([C:6]2[C:5]3[N:4]([N:3]=[C:2]([NH:19][C:20]4[CH:21]=[N:22][N:23]([CH2:25][C@H:26]([OH:28])[CH3:27])[CH:24]=4)[N:18]=3)[CH:9]=[CH:8][CH:7]=2)=[CH:11][CH:12]=1, predict the reactants needed to synthesize it. The reactants are: I[C:2]1[N:18]=[C:5]2[C:6]([C:10]3[CH:15]=[CH:14][C:13]([O:16][CH3:17])=[CH:12][CH:11]=3)=[CH:7][CH:8]=[CH:9][N:4]2[N:3]=1.[NH2:19][C:20]1[CH:21]=[N:22][N:23]([CH2:25][C@H:26]([OH:28])[CH3:27])[CH:24]=1.CC(C)([O-])C.[Na+].C1(P(C2C=CC=CC=2)C2C3OC4C(=CC=CC=4P(C4C=CC=CC=4)C4C=CC=CC=4)C(C)(C)C=3C=CC=2)C=CC=CC=1. (2) Given the product [ClH:61].[CH2:1]([O:8][C:9]1[CH:14]=[CH:13][C:12]([N:15]([CH3:60])[C:16]([C:18]2[CH:19]=[C:20]([C:25]3[CH:26]=[C:27]4[C:31](=[CH:32][C:33]=3[C:34]([N:36]3[C@H:45]([CH2:46][N:47]5[CH2:48][CH2:49][O:50][CH2:51][CH2:52]5)[CH2:44][C:43]5[C:38](=[CH:39][CH:40]=[CH:41][CH:42]=5)[CH2:37]3)=[O:35])[CH2:30][NH:29][CH2:28]4)[N:21]([CH3:24])[C:22]=2[CH3:23])=[O:17])=[CH:11][CH:10]=1)[C:2]1[CH:3]=[CH:4][CH:5]=[CH:6][CH:7]=1, predict the reactants needed to synthesize it. The reactants are: [CH2:1]([O:8][C:9]1[CH:14]=[CH:13][C:12]([N:15]([CH3:60])[C:16]([C:18]2[CH:19]=[C:20]([C:25]3[CH:26]=[C:27]4[C:31](=[CH:32][C:33]=3[C:34]([N:36]3[C@H:45]([CH2:46][N:47]5[CH2:52][CH2:51][O:50][CH2:49][CH2:48]5)[CH2:44][C:43]5[C:38](=[CH:39][CH:40]=[CH:41][CH:42]=5)[CH2:37]3)=[O:35])[CH2:30][N:29](C(OC(C)(C)C)=O)[CH2:28]4)[N:21]([CH3:24])[C:22]=2[CH3:23])=[O:17])=[CH:11][CH:10]=1)[C:2]1[CH:7]=[CH:6][CH:5]=[CH:4][CH:3]=1.[ClH:61]. (3) Given the product [CH:1]1[C:13]2[CH:12]([O:14][C:15](=[O:44])[N:16]([CH3:43])[C@@H:17]([CH:40]([CH3:41])[CH3:42])[C:18]([NH:20][C@@H:21]([CH2:33][CH2:34][CH2:35][NH:36][C:37]([NH2:39])=[O:38])[C:22]([NH:24][C:25]3[CH:26]=[CH:27][C:28]([CH2:31][O:32][C:45]([O:46][C:47]4[CH:48]=[CH:49][C:50]([N+:53]([O-:55])=[O:54])=[CH:51][CH:52]=4)=[O:56])=[CH:29][CH:30]=3)=[O:23])=[O:19])[C:11]3[C:6](=[CH:7][CH:8]=[CH:9][CH:10]=3)[C:5]=2[CH:4]=[CH:3][CH:2]=1, predict the reactants needed to synthesize it. The reactants are: [CH:1]1[C:13]2[CH:12]([O:14][C:15](=[O:44])[N:16]([CH3:43])[C@@H:17]([CH:40]([CH3:42])[CH3:41])[C:18]([NH:20][C@@H:21]([CH2:33][CH2:34][CH2:35][NH:36][C:37]([NH2:39])=[O:38])[C:22]([NH:24][C:25]3[CH:30]=[CH:29][C:28]([CH2:31][OH:32])=[CH:27][CH:26]=3)=[O:23])=[O:19])[C:11]3[C:6](=[CH:7][CH:8]=[CH:9][CH:10]=3)[C:5]=2[CH:4]=[CH:3][CH:2]=1.[C:45](=O)([O:56]C1C=CC([N+]([O-])=O)=CC=1)[O:46][C:47]1[CH:52]=[CH:51][C:50]([N+:53]([O-:55])=[O:54])=[CH:49][CH:48]=1.CCN(C(C)C)C(C)C.CCOCC. (4) The reactants are: [F:1][C:2]1[CH:3]=[C:4]([S:8]([C:11]2[CH:20]=[C:19]3[C:14]([CH2:15][CH2:16][C@H:17]([CH2:21][N:22]=[N+]=[N-])[O:18]3)=[CH:13][CH:12]=2)(=[O:10])=[O:9])[CH:5]=[CH:6][CH:7]=1.[H][H]. Given the product [F:1][C:2]1[CH:3]=[C:4]([S:8]([C:11]2[CH:20]=[C:19]3[C:14]([CH2:15][CH2:16][C@H:17]([CH2:21][NH2:22])[O:18]3)=[CH:13][CH:12]=2)(=[O:10])=[O:9])[CH:5]=[CH:6][CH:7]=1, predict the reactants needed to synthesize it. (5) Given the product [ClH:34].[CH3:33][C:31]1[CH:30]=[C:4]([CH:3]=[C:2]([CH3:1])[CH:32]=1)[O:5][C:6]1[CH:11]=[CH:10][C:9]([CH2:12][OH:13])=[CH:8][C:7]=1[S:14]([N:17]1[CH2:22][CH2:21][NH:20][CH2:19][CH2:18]1)(=[O:16])=[O:15], predict the reactants needed to synthesize it. The reactants are: [CH3:1][C:2]1[CH:3]=[C:4]([CH:30]=[C:31]([CH3:33])[CH:32]=1)[O:5][C:6]1[CH:11]=[CH:10][C:9]([CH2:12][OH:13])=[CH:8][C:7]=1[S:14]([N:17]1[CH2:22][CH2:21][N:20](C(OC(C)(C)C)=O)[CH2:19][CH2:18]1)(=[O:16])=[O:15].[ClH:34]. (6) Given the product [CH3:1][O:2][C:3]1[CH:4]=[C:5]([C:8]([O:11][CH2:12][C:13]2[C:14]([C:19]3[NH:23][N:22]=[CH:21][C:20]=3[CH3:30])=[N:15][CH:16]=[CH:17][CH:18]=2)=[CH:9][N:10]=1)[CH:6]=[O:7], predict the reactants needed to synthesize it. The reactants are: [CH3:1][O:2][C:3]1[CH:4]=[C:5]([C:8]([O:11][CH2:12][C:13]2[C:14]([C:19]3[N:23](C4CCCCO4)[N:22]=[CH:21][C:20]=3[CH3:30])=[N:15][CH:16]=[CH:17][CH:18]=2)=[CH:9][N:10]=1)[CH:6]=[O:7].Cl.